From a dataset of Reaction yield outcomes from USPTO patents with 853,638 reactions. Predict the reaction yield, written as a fraction of the theoretical maximum amount of product (1.0 means a 100% yield; for example, 0.34 means a 34% yield). (1) The reactants are [Br:1][C:2]1[C:6]2[CH2:7][N:8]([C:11](OC(C)(C)C)=[O:12])[CH2:9][CH2:10][C:5]=2[N:4]([CH:18]2[CH2:23][CH2:22][O:21][CH2:20][CH2:19]2)[N:3]=1.F[C:25](F)(F)C(O)=O.C(N(CC)CC)C.C(OC(=O)C)(=O)C. The catalyst is C(Cl)Cl. The yield is 0.770. The product is [Br:1][C:2]1[C:6]2[CH2:7][N:8]([C:11](=[O:12])[CH3:25])[CH2:9][CH2:10][C:5]=2[N:4]([CH:18]2[CH2:23][CH2:22][O:21][CH2:20][CH2:19]2)[N:3]=1. (2) The reactants are [CH3:1][N:2]([C:14]1[CH:19]=[CH:18][N:17]=[CH:16][CH:15]=1)[C:3](=[O:13])[C:4]1[CH:9]=[CH:8][CH:7]=[C:6]([N+:10]([O-])=O)[CH:5]=1. The catalyst is CCO.[Pd]. The product is [NH2:10][C:6]1[CH:5]=[C:4]([CH:9]=[CH:8][CH:7]=1)[C:3]([N:2]([CH3:1])[C:14]1[CH:19]=[CH:18][N:17]=[CH:16][CH:15]=1)=[O:13]. The yield is 0.960. (3) The reactants are [CH3:1][C:2]1[C:16](=[O:17])[N:15]=[C:14]2[N:4]([C@@H:5]3[O:9][C@H:8]([CH2:10][OH:11])[C@@H:7]([OH:12])[C@@H:6]3[O:13]2)[CH:3]=1.[CH3:18][O:19][CH2:20][CH2:21][O:22]B([O:22][CH2:21][CH2:20][O:19][CH3:18])[O:22][CH2:21][CH2:20][O:19][CH3:18]. The catalyst is COCCO. The product is [CH3:18][O:19][CH2:20][CH2:21][O:22][C@@H:6]1[C@H:7]([OH:12])[C@@H:8]([CH2:10][OH:11])[O:9][C@H:5]1[N:4]1[CH:3]=[C:2]([CH3:1])[C:16](=[O:17])[NH:15][C:14]1=[O:13]. The yield is 0.630.